This data is from Forward reaction prediction with 1.9M reactions from USPTO patents (1976-2016). The task is: Predict the product of the given reaction. (1) The product is: [C:1]([C:4]1[CH:9]=[CH:8][C:7]([N:10]([CH2:11][C:12]2[CH:13]=[CH:14][C:15]([CH:18]([OH:27])[C:19]3[CH:20]=[C:21]([CH:24]=[CH:25][CH:26]=3)[C:22]#[N:23])=[CH:16][CH:17]=2)[CH3:33])=[C:6]([CH3:28])[C:5]=1[OH:29])(=[O:3])[CH3:2]. Given the reactants [C:1]([C:4]1[CH:9]=[CH:8][C:7]([NH:10][CH2:11][C:12]2[CH:17]=[CH:16][C:15]([CH:18]([OH:27])[C:19]3[CH:20]=[C:21]([CH:24]=[CH:25][CH:26]=3)[C:22]#[N:23])=[CH:14][CH:13]=2)=[C:6]([CH3:28])[C:5]=1[OH:29])(=[O:3])[CH3:2].C=O.[BH3-][C:33]#N.[Na+].Cl, predict the reaction product. (2) Given the reactants [C:1]([O:5][C:6]([N:8]1[CH2:13][CH2:12][CH:11]([NH:14][C:15]2[C:20]([N+:21]([O-:23])=[O:22])=[CH:19][CH:18]=[C:17](Cl)[N:16]=2)[CH2:10][CH2:9]1)=[O:7])([CH3:4])([CH3:3])[CH3:2].[CH3:25][NH:26][CH3:27], predict the reaction product. The product is: [C:1]([O:5][C:6]([N:8]1[CH2:13][CH2:12][CH:11]([NH:14][C:15]2[C:20]([N+:21]([O-:23])=[O:22])=[CH:19][CH:18]=[C:17]([N:26]([CH3:27])[CH3:25])[N:16]=2)[CH2:10][CH2:9]1)=[O:7])([CH3:4])([CH3:3])[CH3:2]. (3) Given the reactants Cl[C:2]1[N:3]=[C:4]([N:21]2[CH2:26][CH2:25][O:24][CH2:23][CH2:22]2)[C:5]2[S:10][C:9]([C:11]3[CH:12]=[C:13]([C:17]([OH:20])([CH3:19])[CH3:18])[CH:14]=[CH:15][CH:16]=3)=[CH:8][C:6]=2[N:7]=1.[NH2:27][C:28]1[CH:33]=[CH:32][C:31](B2OC(C)(C)C(C)(C)O2)=[CH:30][N:29]=1, predict the reaction product. The product is: [NH2:27][C:28]1[N:29]=[CH:30][C:31]([C:2]2[N:3]=[C:4]([N:21]3[CH2:26][CH2:25][O:24][CH2:23][CH2:22]3)[C:5]3[S:10][C:9]([C:11]4[CH:12]=[C:13]([C:17]([OH:20])([CH3:19])[CH3:18])[CH:14]=[CH:15][CH:16]=4)=[CH:8][C:6]=3[N:7]=2)=[CH:32][CH:33]=1. (4) Given the reactants [C:1]([C:5]1[CH:10]=[CH:9][C:8]([C:11]2[S:12][CH:13]=[C:14]([C:17]([CH3:19])=[O:18])[C:15]=2[OH:16])=[CH:7][CH:6]=1)([CH3:4])([CH3:3])[CH3:2].[Br:20]N1C(=O)CCC1=O.O, predict the reaction product. The product is: [Br:20][C:13]1[S:12][C:11]([C:8]2[CH:7]=[CH:6][C:5]([C:1]([CH3:4])([CH3:2])[CH3:3])=[CH:10][CH:9]=2)=[C:15]([OH:16])[C:14]=1[C:17]([CH3:19])=[O:18]. (5) Given the reactants [Cl:1][C:2]1[C:3]2[N:4]([CH:8]=[N:9][CH:10]=2)[CH:5]=[CH:6][N:7]=1.[Li]CCCC.[C:16]([O:20][C:21]([N:23]1[CH2:28][CH2:27][CH2:26][C:25](=[O:29])[CH2:24]1)=[O:22])([CH3:19])([CH3:18])[CH3:17], predict the reaction product. The product is: [Cl:1][C:2]1[C:3]2[N:4]([C:8]([C:25]3([OH:29])[CH2:26][CH2:27][CH2:28][N:23]([C:21]([O:20][C:16]([CH3:18])([CH3:17])[CH3:19])=[O:22])[CH2:24]3)=[N:9][CH:10]=2)[CH:5]=[CH:6][N:7]=1. (6) The product is: [CH3:1][O:2][C:3](=[O:23])[CH2:4][CH2:5][C:6]1[C:14]2[O:13][C:12]([C:15]3[CH:20]=[CH:19][C:18]([OH:21])=[CH:17][CH:16]=3)=[CH:11][C:10]=2[CH:9]=[C:8]([OH:22])[CH:7]=1. Given the reactants [CH3:1][O:2][C:3](=[O:23])[CH:4]=[CH:5][C:6]1[C:14]2[O:13][C:12]([C:15]3[CH:20]=[CH:19][C:18]([OH:21])=[CH:17][CH:16]=3)=[CH:11][C:10]=2[CH:9]=[C:8]([OH:22])[CH:7]=1, predict the reaction product.